Dataset: TCR-epitope binding with 47,182 pairs between 192 epitopes and 23,139 TCRs. Task: Binary Classification. Given a T-cell receptor sequence (or CDR3 region) and an epitope sequence, predict whether binding occurs between them. (1) The epitope is TEKSNIIRGW. Result: 0 (the TCR does not bind to the epitope). The TCR CDR3 sequence is CASSATGQGNTGELFF. (2) Result: 0 (the TCR does not bind to the epitope). The TCR CDR3 sequence is CASSLDRVGGYTF. The epitope is IQYIDIGNY. (3) The epitope is FLLNKEMYL. The TCR CDR3 sequence is CASSFRETQYF. Result: 0 (the TCR does not bind to the epitope). (4) The epitope is TPGPGVRYPL. The TCR CDR3 sequence is CASSEAWGATNTGELFF. Result: 0 (the TCR does not bind to the epitope).